The task is: Predict the product of the given reaction.. This data is from Forward reaction prediction with 1.9M reactions from USPTO patents (1976-2016). Given the reactants I[C:2]1[CH:7]=[CH:6][N:5]=[C:4]([S:8][CH3:9])[N:3]=1.[CH3:10][C:11]1[S:12][C:13](B2OC(C)(C)C(C)(C)O2)=[C:14]([CH3:16])[N:15]=1.C([O-])([O-])=O.[Na+].[Na+].C1(P(C2C=CC=CC=2)C2C=CC=CC=2)C=CC=CC=1, predict the reaction product. The product is: [CH3:10][C:11]1[S:12][C:13]([C:2]2[CH:7]=[CH:6][N:5]=[C:4]([S:8][CH3:9])[N:3]=2)=[C:14]([CH3:16])[N:15]=1.